This data is from Peptide-MHC class I binding affinity with 185,985 pairs from IEDB/IMGT. The task is: Regression. Given a peptide amino acid sequence and an MHC pseudo amino acid sequence, predict their binding affinity value. This is MHC class I binding data. The binding affinity (normalized) is 0.213. The peptide sequence is MERFSWHVA. The MHC is HLA-C04:01 with pseudo-sequence HLA-C04:01.